This data is from Reaction yield outcomes from USPTO patents with 853,638 reactions. The task is: Predict the reaction yield, written as a fraction of the theoretical maximum amount of product (1.0 means a 100% yield; for example, 0.34 means a 34% yield). (1) The reactants are [CH3:1][O:2][C:3]1[CH:8]=[CH:7][C:6](B(O)O)=[CH:5][CH:4]=1. The catalyst is CCCCCC.C(OCC)(=O)C. The product is [CH3:1][O:2][C:3]1[CH:8]=[CH:7][C:6]([C:3]2[CH:8]=[CH:7][CH:6]=[C:5]([C:5]3[CH:6]=[CH:7][CH:8]=[C:3]([O:2][CH3:1])[CH:4]=3)[CH:4]=2)=[CH:5][CH:4]=1. The yield is 0.560. (2) The product is [CH3:27][N:13]([C@H:11]1[CH2:12][N:9]([C:6]2[CH:7]=[CH:8][C:3]([O:2][CH3:1])=[CH:4][CH:5]=2)[C:10]1=[O:24])[C:14](=[O:23])[O:15][CH2:16][C:17]1[CH:18]=[CH:19][CH:20]=[CH:21][CH:22]=1. The reactants are [CH3:1][O:2][C:3]1[CH:8]=[CH:7][C:6]([N:9]2[CH2:12][C@H:11]([NH:13][C:14](=[O:23])[O:15][CH2:16][C:17]3[CH:22]=[CH:21][CH:20]=[CH:19][CH:18]=3)[C:10]2=[O:24])=[CH:5][CH:4]=1.[H-].[Na+].[CH3:27]I. The catalyst is CN(C=O)C.CCOCC. The yield is 0.900. (3) The reactants are C[O:2][C:3](=[O:47])[CH2:4][C@H:5]([OH:46])[CH2:6][C@H:7]([OH:45])[CH2:8][CH2:9][C:10]1[N:11]([CH:42]([CH3:44])[CH3:43])[C:12]([C:29](=[O:41])[NH:30][C@H:31]([C:33]2[CH:38]=[CH:37][C:36]([O:39][CH3:40])=[CH:35][CH:34]=2)[CH3:32])=[C:13]([C:22]2[CH:27]=[CH:26][C:25]([F:28])=[CH:24][CH:23]=2)[C:14]=1[C:15]1[CH:20]=[CH:19][C:18]([F:21])=[CH:17][CH:16]=1.C(O)C.O.[OH-].[Na+:53]. The catalyst is CO.C(Cl)Cl. The product is [Na+:53].[F:21][C:18]1[CH:19]=[CH:20][C:15]([C:14]2[C:13]([C:22]3[CH:27]=[CH:26][C:25]([F:28])=[CH:24][CH:23]=3)=[C:12]([C:29](=[O:41])[NH:30][C@H:31]([C:33]3[CH:38]=[CH:37][C:36]([O:39][CH3:40])=[CH:35][CH:34]=3)[CH3:32])[N:11]([CH:42]([CH3:44])[CH3:43])[C:10]=2[CH2:9][CH2:8][C@@H:7]([OH:45])[CH2:6][C@@H:5]([OH:46])[CH2:4][C:3]([O-:47])=[O:2])=[CH:16][CH:17]=1. The yield is 1.00.